This data is from Forward reaction prediction with 1.9M reactions from USPTO patents (1976-2016). The task is: Predict the product of the given reaction. Given the reactants [OH:1][C:2]1[CH:7]=[CH:6][C:5]([CH:8]([C:15]2[CH:20]=[CH:19][C:18]([OH:21])=[CH:17][CH:16]=2)[C:9]2[CH:14]=[CH:13][CH:12]=[CH:11][CH:10]=2)=[CH:4][CH:3]=1.C([N:24]([CH2:27]C)CC)C.[N:29]#[C:30]Cl, predict the reaction product. The product is: [O:1]([C:2]1[CH:7]=[CH:6][C:5]([CH:8]([C:15]2[CH:16]=[CH:17][C:18]([O:21][C:27]#[N:24])=[CH:19][CH:20]=2)[C:9]2[CH:14]=[CH:13][CH:12]=[CH:11][CH:10]=2)=[CH:4][CH:3]=1)[C:30]#[N:29].